From a dataset of Catalyst prediction with 721,799 reactions and 888 catalyst types from USPTO. Predict which catalyst facilitates the given reaction. (1) Reactant: [CH2:1]([O:8][C@@H:9]1[C@@H:17]([O:18][CH2:19][C:20]2[CH:25]=[CH:24][CH:23]=[CH:22][CH:21]=2)[CH2:16][O:15][C:14](=[O:26])[C@@H:13]([NH:27]C(=O)OCC2C=CC=CC=2)[CH2:12][O:11][CH2:10]1)[C:2]1[CH:7]=[CH:6][CH:5]=[CH:4][CH:3]=1.CCOC(C)=O.N.C(O)C. Product: [NH2:27][C@H:13]1[CH2:12][O:11][CH2:10][C@H:9]([O:8][CH2:1][C:2]2[CH:7]=[CH:6][CH:5]=[CH:4][CH:3]=2)[C@@H:17]([O:18][CH2:19][C:20]2[CH:25]=[CH:24][CH:23]=[CH:22][CH:21]=2)[CH2:16][O:15][C:14]1=[O:26]. The catalyst class is: 19. (2) Reactant: [ClH:1].[CH:2]1([NH:7][C:8](=[O:17])[O:9][CH2:10][CH:11]2[CH2:16][CH2:15][NH:14][CH2:13][CH2:12]2)[CH2:6][CH2:5][CH2:4][CH2:3]1.[CH3:18][CH2:19][N:20](C(C)C)C(C)C.ICC#N.C([O-])([O-])=O.[Na+].[Na+].Cl.CCOCC. Product: [ClH:1].[CH:2]1([NH:7][C:8](=[O:17])[O:9][CH2:10][CH:11]2[CH2:12][CH2:13][N:14]([CH2:18][C:19]#[N:20])[CH2:15][CH2:16]2)[CH2:3][CH2:4][CH2:5][CH2:6]1. The catalyst class is: 1. (3) Reactant: [Si]([O:8][CH2:9][CH2:10][N:11]([C:22]1[CH:27]=[CH:26][C:25]([N:28]2[CH2:32][CH2:31][N:30]([CH2:33][C:34]([O:36][CH2:37][CH3:38])=[O:35])[C:29]2=[O:39])=[C:24]([O:40][C:41]([F:44])([F:43])[F:42])[CH:23]=1)[C:12]([C:14]1[C:15](Cl)=[N:16][CH:17]=[N:18][C:19]=1[Cl:20])=[O:13])(C(C)(C)C)(C)C.NC1C2C(=O)N(C3C=CC(C4C=NN(CCC(OCC)=O)C=4)=C(F)C=3)CCOC=2N=CN=1.C([O-])([O-])=O.[Cs+].[Cs+].CC(C1C=C(C(C)C)C(C2C=CC=CC=2P(C2CCCCC2)C2CCCCC2)=C(C(C)C)C=1)C. Product: [Cl:20][C:19]1[C:14]2[C:12](=[O:13])[N:11]([C:22]3[CH:27]=[CH:26][C:25]([N:28]4[CH2:32][CH2:31][N:30]([CH2:33][C:34]([O:36][CH2:37][CH3:38])=[O:35])[C:29]4=[O:39])=[C:24]([O:40][C:41]([F:43])([F:44])[F:42])[CH:23]=3)[CH2:10][CH2:9][O:8][C:15]=2[N:16]=[CH:17][N:18]=1. The catalyst class is: 835. (4) Reactant: [N:1]1[C:10]2[C:5](=[C:6]([NH2:12])[C:7]([NH2:11])=[CH:8][CH:9]=2)[CH:4]=[CH:3][CH:2]=1.S(=O)(=O)(O)O. Product: [NH2:12][C:6]1[C:7]([NH2:11])=[CH:8][CH:9]=[C:10]2[C:5]=1[CH2:4][CH2:3][CH2:2][NH:1]2. The catalyst class is: 663. (5) Product: [F:19][C:16]1[CH:17]=[CH:18][C:13]([CH2:12][NH:11][C:9]([C:5]2[C:6]([NH:20][CH2:21][CH2:22][CH2:23][CH:24]([OH:28])[CH2:25][CH:26]=[CH2:27])=[N:7][C:2]([NH:46][CH2:38][CH2:39][CH2:40][CH2:41][CH2:42][CH2:43][CH:44]=[CH2:45])=[N:3][CH:4]=2)=[O:10])=[CH:14][CH:15]=1. Reactant: Cl[C:2]1[N:7]=[C:6](Cl)[C:5]([C:9]([NH:11][CH2:12][C:13]2[CH:18]=[CH:17][C:16]([F:19])=[CH:15][CH:14]=2)=[O:10])=[CH:4][N:3]=1.[NH2:20][CH2:21][CH2:22][CH2:23][CH:24]([OH:28])[CH2:25][CH:26]=[CH2:27].CCN(C(C)C)C(C)C.[CH2:38]([NH2:46])[CH2:39][CH2:40][CH2:41][CH2:42][CH2:43][CH:44]=[CH2:45]. The catalyst class is: 41. (6) Reactant: [F:1][C:2]1[CH:7]=[CH:6][N:5]=[C:4]([NH2:8])[CH:3]=1.C1C(=O)N([Br:16])C(=O)C1. Product: [Br:16][C:7]1[C:2]([F:1])=[CH:3][C:4]([NH2:8])=[N:5][CH:6]=1. The catalyst class is: 10. (7) Reactant: [Cl:1][C:2]1[CH:3]=[C:4]([CH2:9][C:10]#[N:11])[CH:5]=[CH:6][C:7]=1[Cl:8].[CH2:12]([CH:14]1[O:16][CH2:15]1)Cl.ClCCl.CCCCCC. Product: [Cl:1][C:2]1[CH:3]=[C:4]([C@@:9]2([C:10]#[N:11])[CH2:12][CH:14]2[CH2:15][OH:16])[CH:5]=[CH:6][C:7]=1[Cl:8]. The catalyst class is: 7. (8) Reactant: [K].[CH3:2][O:3][CH2:4][CH2:5][O:6][C:7]1[CH:12]=[C:11]([CH2:13][C:14](=O)[C:15]([O:17][CH2:18][CH3:19])=[O:16])[C:10]([N+:21]([O-])=O)=[CH:9][N:8]=1.C(O)(=O)C.[H][H].C(O)C(F)(F)F. Product: [CH3:2][O:3][CH2:4][CH2:5][O:6][C:7]1[CH:12]=[C:11]2[CH:13]=[C:14]([C:15]([O:17][CH2:18][CH3:19])=[O:16])[NH:21][C:10]2=[CH:9][N:8]=1. The catalyst class is: 293. (9) Reactant: [CH3:1][O:2][C:3]1[CH:31]=[C:30]([O:32][CH3:33])[CH:29]=[CH:28][C:4]=1[CH2:5][N:6]1[C:13](=O)[C@H:12]2[N:15]([C:18]3[CH:27]=[CH:26][C:25]4[C:20](=[CH:21][CH:22]=[CH:23][CH:24]=4)[CH:19]=3)[C:16](=O)[C@@H:7]1[CH2:8][CH:9]=[CH:10][CH2:11]2.CC(C[AlH]CC(C)C)C. Product: [CH3:1][O:2][C:3]1[CH:31]=[C:30]([O:32][CH3:33])[CH:29]=[CH:28][C:4]=1[CH2:5][N:6]1[CH2:13][C@H:12]2[N:15]([C:18]3[CH:27]=[CH:26][C:25]4[C:20](=[CH:21][CH:22]=[CH:23][CH:24]=4)[CH:19]=3)[CH2:16][C@@H:7]1[CH2:8][CH:9]=[CH:10][CH2:11]2. The catalyst class is: 1.